From a dataset of NCI-60 drug combinations with 297,098 pairs across 59 cell lines. Regression. Given two drug SMILES strings and cell line genomic features, predict the synergy score measuring deviation from expected non-interaction effect. (1) Drug 1: CC1=CC=C(C=C1)C2=CC(=NN2C3=CC=C(C=C3)S(=O)(=O)N)C(F)(F)F. Drug 2: C1C(C(OC1N2C=NC3=C(N=C(N=C32)Cl)N)CO)O. Cell line: MCF7. Synergy scores: CSS=3.48, Synergy_ZIP=-1.70, Synergy_Bliss=-1.94, Synergy_Loewe=-2.10, Synergy_HSA=-0.475. (2) Drug 1: CCCS(=O)(=O)NC1=C(C(=C(C=C1)F)C(=O)C2=CNC3=C2C=C(C=N3)C4=CC=C(C=C4)Cl)F. Drug 2: C1=NC2=C(N1)C(=S)N=CN2. Cell line: UO-31. Synergy scores: CSS=30.3, Synergy_ZIP=-5.94, Synergy_Bliss=3.76, Synergy_Loewe=2.52, Synergy_HSA=2.46. (3) Drug 1: CC1=C(C=C(C=C1)NC(=O)C2=CC=C(C=C2)CN3CCN(CC3)C)NC4=NC=CC(=N4)C5=CN=CC=C5. Drug 2: CC(C)CN1C=NC2=C1C3=CC=CC=C3N=C2N. Cell line: EKVX. Synergy scores: CSS=3.50, Synergy_ZIP=-0.131, Synergy_Bliss=0.241, Synergy_Loewe=1.29, Synergy_HSA=-0.900. (4) Drug 1: CCCCCOC(=O)NC1=NC(=O)N(C=C1F)C2C(C(C(O2)C)O)O. Drug 2: CC1C(C(CC(O1)OC2CC(CC3=C2C(=C4C(=C3O)C(=O)C5=CC=CC=C5C4=O)O)(C(=O)C)O)N)O. Cell line: DU-145. Synergy scores: CSS=34.5, Synergy_ZIP=0.139, Synergy_Bliss=-2.52, Synergy_Loewe=-37.9, Synergy_HSA=-3.93. (5) Drug 2: CC1C(C(CC(O1)OC2CC(CC3=C2C(=C4C(=C3O)C(=O)C5=CC=CC=C5C4=O)O)(C(=O)C)O)N)O. Cell line: BT-549. Drug 1: C1=CC=C(C(=C1)C(C2=CC=C(C=C2)Cl)C(Cl)Cl)Cl. Synergy scores: CSS=39.5, Synergy_ZIP=-3.52, Synergy_Bliss=-2.56, Synergy_Loewe=-22.7, Synergy_HSA=0.546.